Dataset: Full USPTO retrosynthesis dataset with 1.9M reactions from patents (1976-2016). Task: Predict the reactants needed to synthesize the given product. (1) Given the product [CH3:1][O:2][C:3]1[CH:8]=[CH:7][C:6]([CH3:9])=[C:5]([NH2:10])[C:4]=1[NH2:13], predict the reactants needed to synthesize it. The reactants are: [CH3:1][O:2][C:3]1[CH:8]=[CH:7][C:6]([CH3:9])=[C:5]([N+:10]([O-])=O)[C:4]=1[N+:13]([O-])=O. (2) Given the product [CH3:8][S:9][C:10]([NH:7][C:4]1[CH:5]=[CH:6][N:1]=[CH:2][CH:3]=1)=[CH:11][C:12]#[N:13], predict the reactants needed to synthesize it. The reactants are: [N:1]1[CH:6]=[CH:5][C:4]([NH2:7])=[CH:3][CH:2]=1.[CH3:8][S:9][C:10](SC)=[CH:11][C:12]#[N:13].[H-].[Na+]. (3) Given the product [CH3:1][O:2][C:3]1[CH:23]=[CH:22][CH:21]=[C:20]2[C:4]=1[CH2:5][CH2:6][N:7]=[C:8]2[C:9]1[CH:14]=[CH:13][C:12]([C:15]([F:18])([F:17])[F:16])=[CH:11][CH:10]=1, predict the reactants needed to synthesize it. The reactants are: [CH3:1][O:2][C:3]1[CH:23]=[CH:22][CH:21]=[CH:20][C:4]=1[CH2:5][CH2:6][NH:7][C:8](=O)[C:9]1[CH:14]=[CH:13][C:12]([C:15]([F:18])([F:17])[F:16])=[CH:11][CH:10]=1.O=P12OP3(OP(OP(O3)(O1)=O)(=O)O2)=O.[OH-].[K+].